This data is from Full USPTO retrosynthesis dataset with 1.9M reactions from patents (1976-2016). The task is: Predict the reactants needed to synthesize the given product. (1) Given the product [Si:9]([O:8][CH2:7][C:5]1[N:6]=[C:2]([C:21]2([OH:27])[CH2:26][CH2:25][CH2:24][CH2:23][CH2:22]2)[S:3][CH:4]=1)([C:12]([CH3:15])([CH3:14])[CH3:13])([CH3:11])[CH3:10], predict the reactants needed to synthesize it. The reactants are: Br[C:2]1[S:3][CH:4]=[C:5]([CH2:7][O:8][Si:9]([C:12]([CH3:15])([CH3:14])[CH3:13])([CH3:11])[CH3:10])[N:6]=1.C([Li])CCC.[C:21]1(=[O:27])[CH2:26][CH2:25][CH2:24][CH2:23][CH2:22]1. (2) Given the product [CH3:14][N:15]([CH3:21])[CH2:16][CH2:17][CH2:18][N:19]([CH3:20])[C:2]1[CH:3]=[C:4]([CH:7]=[C:8]([C:10]([F:13])([F:12])[F:11])[CH:9]=1)[C:5]#[N:6], predict the reactants needed to synthesize it. The reactants are: F[C:2]1[CH:3]=[C:4]([CH:7]=[C:8]([C:10]([F:13])([F:12])[F:11])[CH:9]=1)[C:5]#[N:6].[CH3:14][N:15]([CH3:21])[CH2:16][CH2:17][CH2:18][NH:19][CH3:20].C(=O)([O-])[O-].[K+].[K+]. (3) Given the product [CH3:1][O:2][C:3]([C:5]1[S:9][C:8]2[C:10]([NH2:14])=[CH:11][CH:12]=[CH:13][C:7]=2[CH:6]=1)=[O:4], predict the reactants needed to synthesize it. The reactants are: [CH3:1][O:2][C:3]([C:5]1[S:9][C:8]2[C:10]([N+:14]([O-])=O)=[CH:11][CH:12]=[CH:13][C:7]=2[CH:6]=1)=[O:4].[H][H]. (4) Given the product [Cl:9][C:10]1[CH:11]=[C:12]([CH:15]=[CH:16][CH:17]=1)[CH2:13][NH:1][C:2]1[CH:7]=[N:6][CH:5]=[C:4]([Cl:8])[N:3]=1, predict the reactants needed to synthesize it. The reactants are: [NH2:1][C:2]1[CH:7]=[N:6][CH:5]=[C:4]([Cl:8])[N:3]=1.[Cl:9][C:10]1[CH:11]=[C:12]([CH:15]=[CH:16][CH:17]=1)[CH:13]=O.[BH4-].[Na+]. (5) Given the product [O:1]1[C:6]2[CH:7]=[CH:8][CH:9]=[CH:10][C:5]=2[N:4]([C:11]([N:13]2[CH2:17][CH:16]=[C:15]([C:28]3[CH:33]=[CH:32][C:31]([F:34])=[CH:30][C:29]=3[C:35]([F:36])([F:38])[F:37])[CH2:14]2)=[O:12])[CH2:3][CH2:2]1, predict the reactants needed to synthesize it. The reactants are: [O:1]1[C:6]2[CH:7]=[CH:8][CH:9]=[CH:10][C:5]=2[N:4]([C:11]([N:13]2[CH2:17][CH:16]=[C:15](B3OC(C)(C)C(C)(C)O3)[CH2:14]2)=[O:12])[CH2:3][CH2:2]1.Br[C:28]1[CH:33]=[CH:32][C:31]([F:34])=[CH:30][C:29]=1[C:35]([F:38])([F:37])[F:36].C(=O)([O-])[O-].[Na+].[Na+]. (6) Given the product [Cl:23][C:19]1[CH:18]=[C:17]2[C:22](=[CH:21][CH:20]=1)[N:14]([CH:1]([C:2]1[CH:3]=[CH:4][CH:5]=[CH:6][CH:7]=1)[C:8]1[CH:9]=[CH:10][CH:11]=[CH:12][CH:13]=1)[C:15]([CH2:38][CH2:39][NH:40][S:41]([CH2:44][C:45]1[CH:50]=[CH:49][C:48]([Cl:51])=[C:47]([Cl:52])[CH:46]=1)(=[O:43])=[O:42])=[C:16]2[CH2:24][CH2:25][CH2:26][C:27]1[CH:28]=[CH:29][C:30]([C:31]([OH:33])=[O:32])=[CH:36][CH:37]=1, predict the reactants needed to synthesize it. The reactants are: [CH:1]([N:14]1[C:22]2[C:17](=[CH:18][C:19]([Cl:23])=[CH:20][CH:21]=2)[C:16]([CH2:24][CH2:25][CH2:26][C:27]2[CH:37]=[CH:36][C:30]([C:31]([O:33]CC)=[O:32])=[CH:29][CH:28]=2)=[C:15]1[CH2:38][CH2:39][NH:40][S:41]([CH2:44][C:45]1[CH:50]=[CH:49][C:48]([Cl:51])=[C:47]([Cl:52])[CH:46]=1)(=[O:43])=[O:42])([C:8]1[CH:13]=[CH:12][CH:11]=[CH:10][CH:9]=1)[C:2]1[CH:7]=[CH:6][CH:5]=[CH:4][CH:3]=1.[Li+].[OH-].CO.Cl.